This data is from NCI-60 drug combinations with 297,098 pairs across 59 cell lines. The task is: Regression. Given two drug SMILES strings and cell line genomic features, predict the synergy score measuring deviation from expected non-interaction effect. (1) Drug 1: CC1CCC2CC(C(=CC=CC=CC(CC(C(=O)C(C(C(=CC(C(=O)CC(OC(=O)C3CCCCN3C(=O)C(=O)C1(O2)O)C(C)CC4CCC(C(C4)OC)OCCO)C)C)O)OC)C)C)C)OC. Drug 2: C1CN(CCN1C(=O)CCBr)C(=O)CCBr. Cell line: MDA-MB-435. Synergy scores: CSS=15.4, Synergy_ZIP=-4.57, Synergy_Bliss=-0.553, Synergy_Loewe=-9.06, Synergy_HSA=0.912. (2) Drug 2: CC1=C(C(CCC1)(C)C)C=CC(=CC=CC(=CC(=O)O)C)C. Drug 1: C1=NC2=C(N=C(N=C2N1C3C(C(C(O3)CO)O)O)F)N. Cell line: IGROV1. Synergy scores: CSS=-0.0580, Synergy_ZIP=3.78, Synergy_Bliss=-5.72, Synergy_Loewe=-2.73, Synergy_HSA=-5.05. (3) Drug 1: CS(=O)(=O)OCCCCOS(=O)(=O)C. Drug 2: CN(C(=O)NC(C=O)C(C(C(CO)O)O)O)N=O. Cell line: NCI-H322M. Synergy scores: CSS=-8.20, Synergy_ZIP=5.33, Synergy_Bliss=2.20, Synergy_Loewe=-3.16, Synergy_HSA=-7.25. (4) Drug 1: CC(C)(C#N)C1=CC(=CC(=C1)CN2C=NC=N2)C(C)(C)C#N. Drug 2: C1=NC2=C(N1)C(=S)N=CN2. Cell line: T-47D. Synergy scores: CSS=14.5, Synergy_ZIP=-2.53, Synergy_Bliss=2.87, Synergy_Loewe=3.41, Synergy_HSA=4.40. (5) Drug 1: CCN(CC)CCNC(=O)C1=C(NC(=C1C)C=C2C3=C(C=CC(=C3)F)NC2=O)C. Drug 2: C1CN1C2=NC(=NC(=N2)N3CC3)N4CC4. Cell line: SF-268. Synergy scores: CSS=23.3, Synergy_ZIP=-4.76, Synergy_Bliss=1.30, Synergy_Loewe=-8.29, Synergy_HSA=1.06.